Dataset: Full USPTO retrosynthesis dataset with 1.9M reactions from patents (1976-2016). Task: Predict the reactants needed to synthesize the given product. Given the product [OH:2][CH:1]([C:19]1[CH:20]=[CH:21][CH:22]=[CH:23][C:18]=1[CH3:17])[C:3]1[CH:4]=[N:5][CH:6]=[CH:7][C:8]=1[C:9]1[CH:10]=[C:11]([CH:14]=[CH:15][CH:16]=1)[C:12]#[N:13], predict the reactants needed to synthesize it. The reactants are: [CH:1]([C:3]1[CH:4]=[N:5][CH:6]=[CH:7][C:8]=1[C:9]1[CH:10]=[C:11]([CH:14]=[CH:15][CH:16]=1)[C:12]#[N:13])=[O:2].[CH3:17][C:18]1[CH:23]=[CH:22][CH:21]=[CH:20][C:19]=1[Mg]Br.